Dataset: Aqueous solubility values for 9,982 compounds from the AqSolDB database. Task: Regression/Classification. Given a drug SMILES string, predict its absorption, distribution, metabolism, or excretion properties. Task type varies by dataset: regression for continuous measurements (e.g., permeability, clearance, half-life) or binary classification for categorical outcomes (e.g., BBB penetration, CYP inhibition). For this dataset (solubility_aqsoldb), we predict Y. (1) The drug is O=C(O)C1=CC(Nc2nc(NC3(S(=O)(=O)[O-])C=C(C(=O)O)C(O)=CC3)nc(NC3(S(=O)(=O)[O-])C=C(C(=O)O)C(O)=CC3)n2)(S(=O)(=O)[O-])CC=C1O.[Na+].[Na+].[Na+]. The Y is -0.690 log mol/L. (2) The molecule is Clc1c(Cl)c(Cl)c(-c2c(Cl)c(Cl)c(Cl)c(Cl)c2Cl)c(Cl)c1Cl. The Y is -11.6 log mol/L.